Dataset: Catalyst prediction with 721,799 reactions and 888 catalyst types from USPTO. Task: Predict which catalyst facilitates the given reaction. (1) Reactant: [CH3:1][C:2]1([CH3:9])[O:6][CH:5]([CH2:7][OH:8])[CH2:4][O:3]1.[OH-].[K+].I[CH:13]([CH3:15])[CH3:14]. Product: [CH:13]([O:8][CH2:7][C@@H:5]1[CH2:4][O:3][C:2]([CH3:9])([CH3:1])[O:6]1)([CH3:15])[CH3:14]. The catalyst class is: 58. (2) Reactant: [C:1]([CH2:4][CH2:5][C:6]1[C:7]([CH3:13])=[C:8]([CH:11]=O)[NH:9][CH:10]=1)([OH:3])=[O:2].[CH3:14][O:15][C:16]1[CH:17]=[C:18]2[C:22](=[CH:23][C:24]=1[O:25][CH3:26])[NH:21][C:20](=[O:27])[CH2:19]2.N1CCCCC1. Product: [CH3:14][O:15][C:16]1[CH:17]=[C:18]2[C:22](=[CH:23][C:24]=1[O:25][CH3:26])[NH:21][C:20](=[O:27])[C:19]2=[CH:11][C:8]1[NH:9][CH:10]=[C:6]([CH2:5][CH2:4][C:1]([OH:3])=[O:2])[C:7]=1[CH3:13]. The catalyst class is: 8.